Dataset: Forward reaction prediction with 1.9M reactions from USPTO patents (1976-2016). Task: Predict the product of the given reaction. (1) Given the reactants Cl[C:2]1[CH:3]=CC(OC)=C([CH:44]=1)C[C@H]1CN2C(=O)N(CC)N=C2CN(C(N[C@@H](C2C=CC(C(OC(C)(C)C)=O)=C([N+]([O-])=O)C=2)CC)=O)C1=O.[Cl:47][C:48]1[CH:49]=[CH:50][C:51]([O:89][CH3:90])=[C:52]([CH:88]=1)[CH2:53][C@H:54]1[CH2:60][N:59]2[C:61]([OH:64])=[N:62][N:63]=[C:58]2[CH2:57][N:56]([C:65]([NH:67][C@@H:68]([C:71]2[CH:83]=[CH:82][C:74]([C:75]([O:77]C(C)(C)C)=[O:76])=[C:73]([N+:84]([O-])=O)[CH:72]=2)[CH2:69]C)=[O:66])[C:55]1=[O:87].Cl[C:92]1C=CC(OC)=C([CH:134]=1)C[C@H]1CN2C(O)=NN=C2CN(C(N[C@@H](C2C=CC(C(OC(C)(C)C)=O)=C([N+]([O-])=O)C=2)CCCC)=O)C1=O, predict the reaction product. The product is: [NH2:84][C:73]1[CH:72]=[C:71]([C@H:68]([NH:67][C:65]([N:56]2[C:55](=[O:87])[C@@H:54]([CH2:53][C:52]3[CH:88]=[C:48]([Cl:47])[CH:49]=[CH:50][C:51]=3[O:89][CH3:90])[CH2:60][N:59]3[C:61](=[O:64])[N:62]([CH2:92][CH3:134])[N:63]=[C:58]3[CH2:57]2)=[O:66])[CH2:69][CH2:44][CH2:2][CH3:3])[CH:83]=[CH:82][C:74]=1[C:75]([OH:77])=[O:76]. (2) Given the reactants Br[C:2]1[N:7]=[CH:6][C:5]([NH2:8])=[C:4]([C:9]2[C:10]([F:28])=[N:11][CH:12]=[C:13]([C:15]3[CH:20]=[CH:19][C:18]([CH2:21][N:22]4[CH2:27][CH2:26][CH2:25][CH2:24][CH2:23]4)=[CH:17][CH:16]=3)[CH:14]=2)[CH:3]=1.C([Sn](CCCC)(CCCC)[C:34]1[CH:39]=[CH:38][N:37]=[N:36][CH:35]=1)CCC.[Cl-].[Li+], predict the reaction product. The product is: [N:36]1[CH:35]=[CH:34][C:39]([C:2]2[N:7]=[CH:6][C:5]([NH2:8])=[C:4]([C:9]3[C:10]([F:28])=[N:11][CH:12]=[C:13]([C:15]4[CH:20]=[CH:19][C:18]([CH2:21][N:22]5[CH2:27][CH2:26][CH2:25][CH2:24][CH2:23]5)=[CH:17][CH:16]=4)[CH:14]=3)[CH:3]=2)=[CH:38][N:37]=1.